From a dataset of Reaction yield outcomes from USPTO patents with 853,638 reactions. Predict the reaction yield, written as a fraction of the theoretical maximum amount of product (1.0 means a 100% yield; for example, 0.34 means a 34% yield). (1) The reactants are Cl.[CH3:2][C:3]([CH3:12])([CH3:11])[C@H:4]([NH:9][CH3:10])[C:5]([O:7][CH3:8])=[O:6].C(O)(=O)C.[N:17]([O-])=O.[Na+].[F:21][C:22]1[C:29]([F:30])=[CH:28][CH:27]=[CH:26][C:23]=1[CH:24]=O. The catalyst is O.[Zn].CO. The product is [F:21][C:22]1[C:29]([F:30])=[CH:28][CH:27]=[CH:26][C:23]=1[CH:24]=[N:17][N:9]([CH3:10])[C@@H:4]([C:3]([CH3:12])([CH3:11])[CH3:2])[C:5]([O:7][CH3:8])=[O:6]. The yield is 0.410. (2) The reactants are [CH:1]1([C:4]2[CH:5]=[CH:6][C:7]([O:10][C:11]3[CH:16]=[CH:15][CH:14]=[C:13]([CH:17]=[C:18]4[CH2:27][CH2:26][C:21]5(OCC[O:22]5)[CH2:20][CH2:19]4)[CH:12]=3)=[N:8][CH:9]=2)[CH2:3][CH2:2]1.Cl. The catalyst is CC(C)=O. The product is [CH:1]1([C:4]2[CH:5]=[CH:6][C:7]([O:10][C:11]3[CH:12]=[C:13]([CH:17]=[C:18]4[CH2:19][CH2:20][C:21](=[O:22])[CH2:26][CH2:27]4)[CH:14]=[CH:15][CH:16]=3)=[N:8][CH:9]=2)[CH2:3][CH2:2]1. The yield is 0.970. (3) The product is [Br:1][C:2]1[N:3]=[C:4]([N:8]([CH3:10])[N:9]=[C:12]2[CH2:13][CH:14]3[N:19]([C:20]([O:22][CH:23]([Cl:25])[CH3:24])=[O:21])[CH:17]([CH2:16][CH2:15]3)[CH2:18]2)[CH:5]=[CH:6][CH:7]=1. The reactants are [Br:1][C:2]1[CH:7]=[CH:6][CH:5]=[C:4]([N:8]([CH3:10])[NH2:9])[N:3]=1.O=[C:12]1[CH2:18][CH:17]2[N:19]([C:20]([O:22][CH:23]([Cl:25])[CH3:24])=[O:21])[CH:14]([CH2:15][CH2:16]2)[CH2:13]1.C1(C)C=CC(S(O)(=O)=O)=CC=1.O. The yield is 0.280. The catalyst is C1(C)C=CC=CC=1. (4) The reactants are [NH2:1][C:2]1[CH:7]=[CH:6][CH:5]=[CH:4][CH:3]=1.[CH2:8]1[S:12](=[O:14])(=[O:13])[O:11][CH2:10][CH2:9]1. The catalyst is C(#N)C. The product is [C:2]1([NH2+:1][CH2:10][CH2:9][CH2:8][S:12]([O-:14])(=[O:13])=[O:11])[CH:7]=[CH:6][CH:5]=[CH:4][CH:3]=1. The yield is 0.950. (5) The reactants are [Cl:1][C:2]1[C:3]([CH2:9][NH:10][C:11](=O)C)=[CH:4][C:5](=[O:8])[NH:6][CH:7]=1.C(OC(=O)[NH:20][CH:21]1[CH2:26][CH2:25][CH:24]([CH2:27][NH:28][C:29]2[C:34]([N+:35]([O-:37])=[O:36])=[CH:33][N:32]=C(Cl)[N:30]=2)[CH2:23][CH2:22]1)(C)(C)C.C(N(C(C)C)CC)(C)C. The catalyst is CC(O)C.CCOC(C)=O. The product is [NH2:20][C@H:21]1[CH2:22][CH2:23][C@H:24]([CH2:27][NH:28][C:29]2[C:34]([N+:35]([O-:37])=[O:36])=[CH:33][N:32]=[C:11]([NH:10][CH2:9][C:3]3[C:2]([Cl:1])=[CH:7][NH:6][C:5](=[O:8])[CH:4]=3)[N:30]=2)[CH2:25][CH2:26]1. The yield is 0.960. (6) The reactants are C(OC(=O)[NH:7][CH2:8][CH2:9][NH:10][C:11]1[CH:12]=[C:13]2[C:18](=[CH:19][C:20]=1[N+:21]([O-:23])=[O:22])[NH:17][C:16](=[O:24])[N:15]([NH:25][S:26]([CH3:29])(=[O:28])=[O:27])[C:14]2=[O:30])(C)(C)C.FC(F)(F)C(O)=O. The catalyst is ClCCl. The product is [NH2:7][CH2:8][CH2:9][NH:10][C:11]1[CH:12]=[C:13]2[C:18](=[CH:19][C:20]=1[N+:21]([O-:23])=[O:22])[NH:17][C:16](=[O:24])[N:15]([NH:25][S:26]([CH3:29])(=[O:28])=[O:27])[C:14]2=[O:30]. The yield is 0.870. (7) The reactants are [CH2:1]([N:3]1[CH:7]=[C:6]([NH:8][C:9]2[N:14]=[C:13]([NH:15][C:16]3[CH:24]=[C:23]4[C:19]([C:20]([CH3:27])([CH3:26])[C:21](=[O:25])[NH:22]4)=[CH:18][CH:17]=3)[C:12]([N+:28]([O-])=O)=[CH:11][N:10]=2)[CH:5]=[N:4]1)[CH3:2]. The catalyst is CO.[Pd]. The product is [NH2:28][C:12]1[C:13]([NH:15][C:16]2[CH:24]=[C:23]3[C:19]([C:20]([CH3:26])([CH3:27])[C:21](=[O:25])[NH:22]3)=[CH:18][CH:17]=2)=[N:14][C:9]([NH:8][C:6]2[CH:5]=[N:4][N:3]([CH2:1][CH3:2])[CH:7]=2)=[N:10][CH:11]=1. The yield is 0.540. (8) The reactants are [CH:1]([C:4]1[CH:9]=[CH:8][C:7]([CH2:10][C:11]([O:13][CH2:14][CH3:15])=[O:12])=[CH:6][C:5]=1[O:16]C)([CH3:3])[CH3:2].B(Br)(Br)Br. The catalyst is C(Cl)Cl. The product is [CH:1]([C:4]1[CH:9]=[CH:8][C:7]([CH2:10][C:11]([O:13][CH2:14][CH3:15])=[O:12])=[CH:6][C:5]=1[OH:16])([CH3:3])[CH3:2]. The yield is 0.940.